This data is from NCI-60 drug combinations with 297,098 pairs across 59 cell lines. The task is: Regression. Given two drug SMILES strings and cell line genomic features, predict the synergy score measuring deviation from expected non-interaction effect. (1) Drug 1: CC12CCC3C(C1CCC2=O)CC(=C)C4=CC(=O)C=CC34C. Drug 2: CC1=C(C=C(C=C1)NC(=O)C2=CC=C(C=C2)CN3CCN(CC3)C)NC4=NC=CC(=N4)C5=CN=CC=C5. Cell line: HCT-15. Synergy scores: CSS=43.1, Synergy_ZIP=0.691, Synergy_Bliss=1.43, Synergy_Loewe=-0.729, Synergy_HSA=1.29. (2) Drug 1: C1=NC2=C(N=C(N=C2N1C3C(C(C(O3)CO)O)O)F)N. Drug 2: C1C(C(OC1N2C=NC3=C2NC=NCC3O)CO)O. Cell line: U251. Synergy scores: CSS=-4.00, Synergy_ZIP=1.39, Synergy_Bliss=-3.27, Synergy_Loewe=-1.84, Synergy_HSA=-5.28. (3) Drug 1: CC1OCC2C(O1)C(C(C(O2)OC3C4COC(=O)C4C(C5=CC6=C(C=C35)OCO6)C7=CC(=C(C(=C7)OC)O)OC)O)O. Drug 2: CCC1(C2=C(COC1=O)C(=O)N3CC4=CC5=C(C=CC(=C5CN(C)C)O)N=C4C3=C2)O.Cl. Cell line: BT-549. Synergy scores: CSS=34.1, Synergy_ZIP=-7.12, Synergy_Bliss=-2.56, Synergy_Loewe=-1.01, Synergy_HSA=1.56.